From a dataset of Forward reaction prediction with 1.9M reactions from USPTO patents (1976-2016). Predict the product of the given reaction. (1) Given the reactants C(OC([N:8]([C:16]1[O:17][CH2:18][C:19]2([N:43]=1)[C:28]1([CH2:31][O:30][CH2:29]1)[C:27]([CH3:33])([CH3:32])[O:26][C:25]1[C:20]2=[CH:21][C:22](B2OC(C)(C)C(C)(C)O2)=[CH:23][CH:24]=1)C(OC(C)(C)C)=O)=O)(C)(C)C.Br[C:45]1[CH:50]=[C:49]([O:51][CH3:52])[CH:48]=[CH:47][N:46]=1.C([O-])([O-])=O.[Na+].[Na+], predict the reaction product. The product is: [CH3:52][O:51][C:49]1[CH:48]=[CH:47][N:46]=[C:45]([C:22]2[CH:21]=[C:20]3[C:25](=[CH:24][CH:23]=2)[O:26][C:27]([CH3:32])([CH3:33])[C:28]2([CH2:29][O:30][CH2:31]2)[C:19]23[CH2:18][O:17][C:16]([NH2:8])=[N:43]2)[CH:50]=1. (2) Given the reactants [CH2:1]([N:8]1[C:16]2[C:11](=[C:12]([NH:17][C:18]3[CH:26]=[CH:25][C:24](Cl)=[CH:23][C:19]=3[C:20]([OH:22])=[O:21])[CH:13]=[CH:14][CH:15]=2)[CH:10]=[CH:9]1)[C:2]1[CH:7]=[CH:6][CH:5]=[CH:4][CH:3]=1.[C:28]1(B(O)O)[CH:33]=[CH:32][CH:31]=[CH:30][CH:29]=1.C(=O)([O-])[O-].[Na+].[Na+].Cl, predict the reaction product. The product is: [CH2:1]([N:8]1[C:16]2[C:11](=[C:12]([NH:17][C:18]3[CH:26]=[CH:25][C:24]([C:28]4[CH:33]=[CH:32][CH:31]=[CH:30][CH:29]=4)=[CH:23][C:19]=3[C:20]([OH:22])=[O:21])[CH:13]=[CH:14][CH:15]=2)[CH:10]=[CH:9]1)[C:2]1[CH:7]=[CH:6][CH:5]=[CH:4][CH:3]=1. (3) The product is: [C:1]([N:4]1[C:13]2[C:8](=[CH:9][C:10]([NH:14][C:36](=[O:37])[CH2:35][CH2:34][C:24]34[CH2:33][CH:28]5[CH2:29][CH:30]([CH2:32][CH:26]([CH2:27]5)[CH2:25]3)[CH2:31]4)=[CH:11][CH:12]=2)[C:7]([C:16]2[CH:21]=[CH:20][CH:19]=[CH:18][CH:17]=2)([CH3:15])[CH2:6][C:5]1([CH3:23])[CH3:22])(=[O:3])[CH3:2]. Given the reactants [C:1]([N:4]1[C:13]2[C:8](=[CH:9][C:10]([NH2:14])=[CH:11][CH:12]=2)[C:7]([C:16]2[CH:21]=[CH:20][CH:19]=[CH:18][CH:17]=2)([CH3:15])[CH2:6][C:5]1([CH3:23])[CH3:22])(=[O:3])[CH3:2].[C:24]12([CH2:34][CH2:35][C:36](O)=[O:37])[CH2:33][CH:28]3[CH2:29][CH:30]([CH2:32][CH:26]([CH2:27]3)[CH2:25]1)[CH2:31]2.CN(C(ON1N=NC2C=CC=NC1=2)=[N+](C)C)C.F[P-](F)(F)(F)(F)F.C(N(CC)C(C)C)(C)C, predict the reaction product. (4) Given the reactants Br[C:2]1[CH:3]=[CH:4][C:5]([CH2:8][N:9]2[CH2:14][CH2:13][O:12][CH2:11][CH2:10]2)=[N:6][CH:7]=1.[CH3:15][C:16]1[CH:22]=[CH:21][C:19]([NH2:20])=[CH:18][C:17]=1B1OC(C)(C)C(C)(C)O1.[O-]P([O-])([O-])=O.[K+].[K+].[K+], predict the reaction product. The product is: [CH3:15][C:16]1[CH:22]=[CH:21][C:19]([NH2:20])=[CH:18][C:17]=1[C:2]1[CH:7]=[N:6][C:5]([CH2:8][N:9]2[CH2:14][CH2:13][O:12][CH2:11][CH2:10]2)=[CH:4][CH:3]=1. (5) Given the reactants [Cl:1][C:2]1[N:10]=[C:9]2[C:5]([NH:6][CH:7]=[N:8]2)=[C:4]([Cl:11])[N:3]=1.S([O-])([O-])(=O)=O.[NH4+].[NH4+].C(O[C@H:23]1[C@H:30]2[C@H:26]([O:27][C:28]([CH3:32])([CH3:31])[O:29]2)[CH2:25][S:24]1)(=O)C.FC(F)(F)S(O[Si](C)(C)C)(=O)=O, predict the reaction product. The product is: [Cl:1][C:2]1[N:10]=[C:9]2[C:5]([N:6]=[CH:7][N:8]2[C@H:23]2[C@H:30]3[C@H:26]([O:27][C:28]([CH3:32])([CH3:31])[O:29]3)[CH2:25][S:24]2)=[C:4]([Cl:11])[N:3]=1. (6) Given the reactants [CH2:1]([C:8]1[CH:9]=[C:10]([CH2:31][CH:32]([O:38][CH2:39][CH3:40])[C:33]([O:35]CC)=[O:34])[CH:11]=[CH:12][C:13]=1[O:14][CH2:15][CH2:16][C:17]1[CH:22]=[CH:21][C:20]([NH:23][C:24]([O:26][C:27]([CH3:30])([CH3:29])[CH3:28])=[O:25])=[CH:19][CH:18]=1)[C:2]1[CH:7]=[CH:6][CH:5]=[CH:4][CH:3]=1.[OH-].[Li+].C1COCC1.S([O-])(O)(=O)=O.[K+], predict the reaction product. The product is: [CH2:1]([C:8]1[CH:9]=[C:10]([CH2:31][CH:32]([O:38][CH2:39][CH3:40])[C:33]([OH:35])=[O:34])[CH:11]=[CH:12][C:13]=1[O:14][CH2:15][CH2:16][C:17]1[CH:22]=[CH:21][C:20]([NH:23][C:24]([O:26][C:27]([CH3:30])([CH3:29])[CH3:28])=[O:25])=[CH:19][CH:18]=1)[C:2]1[CH:3]=[CH:4][CH:5]=[CH:6][CH:7]=1. (7) Given the reactants C([O:3][C:4]([C:6]1[S:23][C:9]2[N:10]=[C:11]([S:21][CH3:22])[N:12]=[C:13]([C:14]3[CH:19]=[CH:18][CH:17]=[C:16]([Cl:20])[CH:15]=3)[C:8]=2[C:7]=1[NH2:24])=[O:5])C.[OH-].[Li+].O, predict the reaction product. The product is: [NH2:24][C:7]1[C:8]2[C:13]([C:14]3[CH:19]=[CH:18][CH:17]=[C:16]([Cl:20])[CH:15]=3)=[N:12][C:11]([S:21][CH3:22])=[N:10][C:9]=2[S:23][C:6]=1[C:4]([OH:5])=[O:3].